From a dataset of HIV replication inhibition screening data with 41,000+ compounds from the AIDS Antiviral Screen. Binary Classification. Given a drug SMILES string, predict its activity (active/inactive) in a high-throughput screening assay against a specified biological target. (1) The compound is COc1ccc2c(c1OC)OCC(CN(C)C)C2=O.Cl. The result is 0 (inactive). (2) The drug is CON=C1CC(n2cc(C)c(=O)[nH]c2=O)OC1CO. The result is 0 (inactive).